From a dataset of Peptide-MHC class I binding affinity with 185,985 pairs from IEDB/IMGT. Regression. Given a peptide amino acid sequence and an MHC pseudo amino acid sequence, predict their binding affinity value. This is MHC class I binding data. (1) The peptide sequence is LADVCNWTY. The MHC is HLA-B40:01 with pseudo-sequence HLA-B40:01. The binding affinity (normalized) is 0.0847. (2) The peptide sequence is AARHKHQVM. The MHC is HLA-A29:02 with pseudo-sequence HLA-A29:02. The binding affinity (normalized) is 0.0847. (3) The peptide sequence is AVFLSYIGY. The MHC is HLA-B35:01 with pseudo-sequence HLA-B35:01. The binding affinity (normalized) is 0.235. (4) The binding affinity (normalized) is 0. The MHC is HLA-A02:02 with pseudo-sequence HLA-A02:02. The peptide sequence is SLVKKNKKR.